Predict the reactants needed to synthesize the given product. From a dataset of Full USPTO retrosynthesis dataset with 1.9M reactions from patents (1976-2016). (1) Given the product [Cl:68][C:69]1[CH:70]=[C:71]2[C:77]([C:55]3[CH:54]=[C:53]([CH:58]=[CH:57][CH:56]=3)[CH2:52][NH:51][C:49]([C:45]3[C:44](=[O:62])[N:43]([CH2:42][C:41]4[CH:63]=[CH:64][C:65]([F:66])=[C:39]([F:38])[CH:40]=4)[CH:48]=[CH:47][CH:46]=3)=[O:50])=[CH:76][NH:75][C:72]2=[N:73][CH:74]=1, predict the reactants needed to synthesize it. The reactants are: C(C1C=C2C(C3C=C(C=CC=3)CNC(C3C(=O)N(CC4C=CC(F)=C(F)C=4)C=CC=3)=O)=CNC2=NC=1)#N.[F:38][C:39]1[CH:40]=[C:41]([CH:63]=[CH:64][C:65]=1[F:66])[CH2:42][N:43]1[CH:48]=[CH:47][CH:46]=[C:45]([C:49]([NH:51][CH2:52][C:53]2[CH:54]=[C:55](B(O)O)[CH:56]=[CH:57][CH:58]=2)=[O:50])[C:44]1=[O:62].[B].[Cl:68][C:69]1[CH:70]=[C:71]2[C:77](I)=[CH:76][NH:75][C:72]2=[N:73][CH:74]=1. (2) Given the product [CH2:1]([O:8][C:9]1[CH:10]=[C:11]([CH2:23][C:24]([O:26][CH3:27])=[O:25])[CH:12]=[C:13]([C:33]2[CH:34]=[CH:35][C:30]([C:29]([F:40])([F:39])[F:28])=[CH:31][CH:32]=2)[CH:14]=1)[C:2]1[CH:3]=[CH:4][CH:5]=[CH:6][CH:7]=1, predict the reactants needed to synthesize it. The reactants are: [CH2:1]([O:8][C:9]1[CH:10]=[C:11]([CH2:23][C:24]([O:26][CH3:27])=[O:25])[CH:12]=[C:13](OS(C(F)(F)F)(=O)=O)[CH:14]=1)[C:2]1[CH:7]=[CH:6][CH:5]=[CH:4][CH:3]=1.[F:28][C:29]([F:40])([F:39])[C:30]1[CH:35]=[CH:34][C:33](B(O)O)=[CH:32][CH:31]=1.C(=O)([O-])[O-].[Cs+].[Cs+].O. (3) Given the product [Cl:1][C:2]1[CH:7]=[CH:6][CH:5]=[C:4]2[C:3]=1[C:22](=[O:31])[N:23]([C:24]1[CH:29]=[CH:28][CH:27]=[CH:26][C:25]=1[CH3:30])[C:9]([C@@H:10]([NH:13][C:14](=[O:20])[O:15][C:16]([CH3:19])([CH3:18])[CH3:17])[CH2:11][CH3:12])=[N:8]2, predict the reactants needed to synthesize it. The reactants are: [Cl:1][C:2]1[C:3]([C:22](=[O:31])[NH:23][C:24]2[CH:29]=[CH:28][CH:27]=[CH:26][C:25]=2[CH3:30])=[C:4]([NH:8][C:9](=O)[C@@H:10]([NH:13][C:14](=[O:20])[O:15][C:16]([CH3:19])([CH3:18])[CH3:17])[CH2:11][CH3:12])[CH:5]=[CH:6][CH:7]=1.C(N(CC)CC)C.C/C(/O[Si](C)(C)C)=N\[Si](C)(C)C. (4) Given the product [O:11]1[C:10]2[C:23](=[CH:24][CH:7]=[CH:8][CH:9]=2)[C:22]([C@H:15]2[CH2:19][CH2:18][CH:17]=[CH:16]2)=[CH:21][CH2:20]1, predict the reactants needed to synthesize it. The reactants are: CO.[N+](C1C=C[C:9]([C:10](O)=[O:11])=[CH:8][CH:7]=1)([O-])=O.[CH:15]1[CH2:19][CH2:18][CH2:17][CH:16]=1.[CH3:20][CH2:21][CH2:22][CH2:23][CH3:24]. (5) Given the product [S:13]=[C:12]1[NH:1][C:2]2[CH:10]=[N:9][CH:8]=[CH:7][C:3]=2[C:4](=[O:6])[NH:11]1, predict the reactants needed to synthesize it. The reactants are: [NH2:1][C:2]1[CH:10]=[N:9][CH:8]=[CH:7][C:3]=1[C:4]([OH:6])=O.[NH2:11][C:12](N)=[S:13]. (6) Given the product [CH2:1]([C:20]1[CH:27]=[CH:26][C:23]([C:24]#[N:25])=[CH:22][CH:21]=1)[CH2:2][CH2:3][CH2:4][CH2:5][CH2:6][CH2:7][CH3:8], predict the reactants needed to synthesize it. The reactants are: [CH2:1]=[CH:2][CH2:3][CH2:4][CH2:5][CH2:6][CH2:7][CH3:8].B1C2CCCC1CCC2.B.I[C:20]1[CH:27]=[CH:26][C:23]([C:24]#[N:25])=[CH:22][CH:21]=1.C([O-])([O-])=O.[Cs+].[Cs+].[Li+].[Br-].